From a dataset of Full USPTO retrosynthesis dataset with 1.9M reactions from patents (1976-2016). Predict the reactants needed to synthesize the given product. (1) Given the product [CH3:5][O:4][C:2]([N:13]1[CH2:14][CH2:15][C:9]2[CH:8]=[C:7]([Br:6])[CH:17]=[CH:16][C:10]=2[CH2:11][CH2:12]1)=[O:3], predict the reactants needed to synthesize it. The reactants are: Cl[C:2]([O:4][CH3:5])=[O:3].[Br:6][C:7]1[CH:17]=[CH:16][C:10]2[CH2:11][CH2:12][NH:13][CH2:14][CH2:15][C:9]=2[CH:8]=1.C(N(CC)CC)C.O. (2) Given the product [O:26]=[C:24]1[CH2:25][N:20]([C:18]([NH:17][CH:5]([C:6]2[CH:11]=[CH:10][C:9]([O:12][C:13]([F:16])([F:15])[F:14])=[CH:8][CH:7]=2)[C:4](=[O:31])[CH3:33])=[O:19])[C:21]2[N:30]=[CH:29][CH:28]=[CH:27][C:22]=2[NH:23]1, predict the reactants needed to synthesize it. The reactants are: CON(C)[C:4](=[O:31])[CH:5]([NH:17][C:18]([N:20]1[CH2:25][C:24](=[O:26])[NH:23][C:22]2[CH:27]=[CH:28][CH:29]=[N:30][C:21]1=2)=[O:19])[C:6]1[CH:11]=[CH:10][C:9]([O:12][C:13]([F:16])([F:15])[F:14])=[CH:8][CH:7]=1.[CH3:33][Mg]Br.O1CCCC1.Cl.